This data is from Full USPTO retrosynthesis dataset with 1.9M reactions from patents (1976-2016). The task is: Predict the reactants needed to synthesize the given product. (1) Given the product [C:28]([O:27][C:25]([NH:24][C:21]1[CH:20]=[CH:19][C:18]([C:16]2[O:15][N:14]=[C:13]([C:10]3[CH:11]=[CH:12][C:7]([CH2:6][CH:5]([NH:33][C:34]([C:36]4[CH:41]=[CH:40][CH:39]=[C:38]([C:42]5[CH:47]=[CH:46][C:45]([CH3:48])=[CH:44][CH:43]=5)[N:37]=4)=[O:35])[C:4]([OH:49])=[O:3])=[CH:8][C:9]=3[F:32])[N:17]=2)=[CH:23][CH:22]=1)=[O:26])([CH3:31])([CH3:30])[CH3:29], predict the reactants needed to synthesize it. The reactants are: C([O:3][C:4](=[O:49])[CH:5]([NH:33][C:34]([C:36]1[CH:41]=[CH:40][CH:39]=[C:38]([C:42]2[CH:47]=[CH:46][C:45]([CH3:48])=[CH:44][CH:43]=2)[N:37]=1)=[O:35])[CH2:6][C:7]1[CH:12]=[CH:11][C:10]([C:13]2[N:17]=[C:16]([C:18]3[CH:23]=[CH:22][C:21]([NH:24][C:25]([O:27][C:28]([CH3:31])([CH3:30])[CH3:29])=[O:26])=[CH:20][CH:19]=3)[O:15][N:14]=2)=[C:9]([F:32])[CH:8]=1)C.C1(C)C=CC(C2N=C(C(O)=O)C=CC=2)=CC=1.C(OC(=O)C(N)CC1C=CC(C2N=C(C3C=CC(NC(OC(C)(C)C)=O)=CC=3)ON=2)=C(F)C=1)C.CN(C(ON1N=NC2C=CC=NC1=2)=[N+](C)C)C.F[P-](F)(F)(F)(F)F.CCN(CC)CC.C([O-])(O)=O.[Na+]. (2) The reactants are: [NH2:1][C:2]1[CH:7]=[C:6]([CH3:8])[CH:5]=[CH:4][N:3]=1.[Cl:9][CH2:10][C:11](Cl)=[O:12]. Given the product [Cl:9][CH2:10][C:11]([NH:1][C:2]1[CH:7]=[C:6]([CH3:8])[CH:5]=[CH:4][N:3]=1)=[O:12], predict the reactants needed to synthesize it. (3) The reactants are: C([C:4]1[C:5]([S:10][CH2:11][CH2:12][C:13]([OH:15])=O)=[N:6][CH:7]=[CH:8][CH:9]=1)(O)=O.C([O-])(=O)C.[Na+].C(OC(=O)C)(=O)C. Given the product [S:10]1[C:5]2=[N:6][CH:7]=[CH:8][CH:9]=[C:4]2[C:13](=[O:15])[CH2:12][CH2:11]1, predict the reactants needed to synthesize it. (4) Given the product [CH3:13][S:14][C:15]1[CH:21]=[CH:20][C:18]([NH:19][C:7]([C:6]2[CH:5]=[CH:4][C:3]([C:2]([F:1])([F:11])[F:12])=[CH:10][CH:9]=2)=[NH:8])=[CH:17][CH:16]=1, predict the reactants needed to synthesize it. The reactants are: [F:1][C:2]([F:12])([F:11])[C:3]1[CH:10]=[CH:9][C:6]([C:7]#[N:8])=[CH:5][CH:4]=1.[CH3:13][S:14][C:15]1[CH:21]=[CH:20][C:18]([NH2:19])=[CH:17][CH:16]=1. (5) Given the product [Cl:3][C:4]1[CH:9]=[C:8]([C:10]2[CH:17]=[CH:16][CH:15]=[C:12]3[C:11]=2[NH:2][N:1]=[C:13]3[NH2:14])[N:7]=[C:6]2[N:19]([CH3:22])[N:20]=[CH:21][C:5]=12, predict the reactants needed to synthesize it. The reactants are: [NH2:1][NH2:2].[Cl:3][C:4]1[CH:9]=[C:8]([C:10]2[C:11](F)=[C:12]([CH:15]=[CH:16][CH:17]=2)[C:13]#[N:14])[N:7]=[C:6]2[N:19]([CH3:22])[N:20]=[CH:21][C:5]=12.